From a dataset of Forward reaction prediction with 1.9M reactions from USPTO patents (1976-2016). Predict the product of the given reaction. (1) Given the reactants Cl[C:2]1[C:11]([C:12]2[CH:17]=[CH:16][C:15]([F:18])=[CH:14][CH:13]=2)=[N:10][C:9]2[C:4](=[CH:5][CH:6]=[C:7]([C:19]([O:21][CH3:22])=[O:20])[CH:8]=2)[N:3]=1.Cl.[Cl:24][C:25]1[CH:30]=[CH:29][C:28]([CH:31]2[CH2:36][CH2:35][NH:34][CH2:33][CH2:32]2)=[CH:27][CH:26]=1.C(=O)([O-])[O-].[K+].[K+], predict the reaction product. The product is: [Cl:24][C:25]1[CH:30]=[CH:29][C:28]([CH:31]2[CH2:32][CH2:33][N:34]([C:2]3[C:11]([C:12]4[CH:17]=[CH:16][C:15]([F:18])=[CH:14][CH:13]=4)=[N:10][C:9]4[C:4](=[CH:5][CH:6]=[C:7]([C:19]([O:21][CH3:22])=[O:20])[CH:8]=4)[N:3]=3)[CH2:35][CH2:36]2)=[CH:27][CH:26]=1. (2) Given the reactants Cl[C:2]1[N:3]=[C:4]([NH:21][C:22]2[CH:30]=[C:29]3[C:25]([C:26]([CH3:31])=[N:27][NH:28]3)=[CH:24][CH:23]=2)[C:5]2[CH:10]=[CH:9][N:8]([S:11]([C:14]3[CH:20]=[CH:19][C:17]([CH3:18])=[CH:16][CH:15]=3)(=[O:13])=[O:12])[C:6]=2[N:7]=1.[NH2:32][C:33]1[CH:38]=[CH:37][C:36]([N:39]2[CH2:44][CH2:43][N:42]([C:45](=[O:47])[CH3:46])[CH2:41][CH2:40]2)=[CH:35][CH:34]=1.C[Si](Cl)(C)C, predict the reaction product. The product is: [CH3:31][C:26]1[C:25]2[C:29](=[CH:30][C:22]([NH:21][C:4]3[C:5]4[CH:10]=[CH:9][N:8]([S:11]([C:14]5[CH:20]=[CH:19][C:17]([CH3:18])=[CH:16][CH:15]=5)(=[O:13])=[O:12])[C:6]=4[N:7]=[C:2]([NH:32][C:33]4[CH:34]=[CH:35][C:36]([N:39]5[CH2:40][CH2:41][N:42]([C:45](=[O:47])[CH3:46])[CH2:43][CH2:44]5)=[CH:37][CH:38]=4)[N:3]=3)=[CH:23][CH:24]=2)[NH:28][N:27]=1. (3) The product is: [CH3:1][C:2]1[CH:3]=[C:4]([N+:10]([O-:12])=[O:11])[C:5](=[O:9])[NH:6][C:7]=1[CH3:8]. Given the reactants [CH3:1][C:2]1[CH:3]=[CH:4][C:5](=[O:9])[NH:6][C:7]=1[CH3:8].[N+:10]([O-])([OH:12])=[O:11], predict the reaction product. (4) Given the reactants [C:1]([Mg]Br)#[CH:2].C1COCC1.[CH2:10]([N:12]([CH2:24][CH3:25])[C:13]1[CH:20]=[CH:19][C:16]([CH:17]=[O:18])=[CH:15][C:14]=1[CH:21]([CH3:23])[CH3:22])[CH3:11], predict the reaction product. The product is: [CH2:24]([N:12]([CH2:10][CH3:11])[C:13]1[CH:20]=[CH:19][C:16]([CH:17]([OH:18])[C:1]#[CH:2])=[CH:15][C:14]=1[CH:21]([CH3:23])[CH3:22])[CH3:25]. (5) Given the reactants [C:1]([C:3]1[N:4]=[N:5][C:6]([N:9]2[CH2:14][CH2:13][CH:12]([O:15][C:16]3[CH:21]=[CH:20][CH:19]=[CH:18][C:17]=3[C:22]([F:25])([F:24])[F:23])[CH2:11][CH2:10]2)=[CH:7][CH:8]=1)#[CH:2].[F:26][C:27]1[CH:28]=[C:29](I)[CH:30]=[CH:31][CH:32]=1, predict the reaction product. The product is: [F:26][C:27]1[CH:32]=[C:31]([C:2]#[C:1][C:3]2[N:4]=[N:5][C:6]([N:9]3[CH2:10][CH2:11][CH:12]([O:15][C:16]4[CH:21]=[CH:20][CH:19]=[CH:18][C:17]=4[C:22]([F:25])([F:24])[F:23])[CH2:13][CH2:14]3)=[CH:7][CH:8]=2)[CH:30]=[CH:29][CH:28]=1. (6) The product is: [C:1]([C:4]1[CH2:9][CH2:8][N:7]([C:10]([O:12][CH:13]([CH3:15])[CH3:14])=[O:11])[CH2:6][CH:5]=1)#[C:2][CH3:3]. Given the reactants [C:1]([C:4]1[CH2:5][CH2:6][N:7]([C:10]([O:12][C:13](C)([CH3:15])[CH3:14])=[O:11])[CH2:8][CH:9]=1)#[C:2][CH3:3], predict the reaction product. (7) Given the reactants [N+:1]([O-:4])([O-])=[O:2].[K+].[CH3:6][CH:7]([O:9][C:10]1[CH:21]=[CH:20][C:13]2[CH2:14][CH2:15][CH2:16][C:17](=[O:19])[NH:18][C:12]=2[CH:11]=1)[CH3:8].C(=O)([O-])O.[Na+], predict the reaction product. The product is: [N+:1]([C:21]1[C:10]([O:9][CH:7]([CH3:8])[CH3:6])=[CH:11][C:12]2[NH:18][C:17](=[O:19])[CH2:16][CH2:15][CH2:14][C:13]=2[CH:20]=1)([O-:4])=[O:2].